From a dataset of Full USPTO retrosynthesis dataset with 1.9M reactions from patents (1976-2016). Predict the reactants needed to synthesize the given product. Given the product [Cl:14][C:11]1[CH:10]=[CH:9][C:8]([C:7]2[N:17]([C:19]3[CH:20]=[CH:21][C:22]([S:25]([NH2:28])(=[O:27])=[O:26])=[CH:23][CH:24]=3)[N:18]=[C:4]([CH3:5])[N:6]=2)=[CH:13][CH:12]=1, predict the reactants needed to synthesize it. The reactants are: C(O[C:4](=[N:6][C:7](=O)[C:8]1[CH:13]=[CH:12][C:11]([Cl:14])=[CH:10][CH:9]=1)[CH3:5])C.Cl.[NH:17]([C:19]1[CH:24]=[CH:23][C:22]([S:25]([NH2:28])(=[O:27])=[O:26])=[CH:21][CH:20]=1)[NH2:18].C(N(CC)CC)C.O.